Dataset: Peptide-MHC class II binding affinity with 134,281 pairs from IEDB. Task: Regression. Given a peptide amino acid sequence and an MHC pseudo amino acid sequence, predict their binding affinity value. This is MHC class II binding data. (1) The peptide sequence is GLEWNDNTVRVSETL. The MHC is DRB1_0101 with pseudo-sequence DRB1_0101. The binding affinity (normalized) is 0.239. (2) The peptide sequence is AVFEYTIDCDGSILG. The MHC is DRB1_0801 with pseudo-sequence DRB1_0801. The binding affinity (normalized) is 0. (3) The peptide sequence is CIALDMMNENLGIIS. The MHC is DRB1_1101 with pseudo-sequence DRB1_1101. The binding affinity (normalized) is 0.150. (4) The peptide sequence is AFKVAATAANHAPAN. The MHC is DRB1_0701 with pseudo-sequence DRB1_0701. The binding affinity (normalized) is 0.732. (5) The peptide sequence is EMPSEEGYQDYEPEA. The MHC is DRB1_0701 with pseudo-sequence DRB1_0701. The binding affinity (normalized) is 0. (6) The MHC is DRB1_1101 with pseudo-sequence DRB1_1101. The peptide sequence is EAETMTPSGLVIPEN. The binding affinity (normalized) is 0. (7) The peptide sequence is TYGDKWLDAKSTWYG. The MHC is HLA-DPA10103-DPB10401 with pseudo-sequence HLA-DPA10103-DPB10401. The binding affinity (normalized) is 0.179. (8) The peptide sequence is TWYGKPTGAGPKDNG. The MHC is DRB1_1101 with pseudo-sequence DRB1_1101. The binding affinity (normalized) is 0.224.